The task is: Binary Classification. Given a miRNA mature sequence and a target amino acid sequence, predict their likelihood of interaction.. This data is from Experimentally validated miRNA-target interactions with 360,000+ pairs, plus equal number of negative samples. (1) The miRNA is hsa-miR-7156-3p with sequence CUGCAGCCACUUGGGGAACUGGU. The protein sequence of the target gene is MPFPFGKSHKSPADIVKNLKESMAVLEKQDISDKKAEKATEEVSKNLVAMKEILYGTNEKEPQTEAVAQLAQELYNSGLLSTLVADLQLIDFEGKKDVAQIFNNILRRQIGTRTPTVEYICTQQNILFMLLKGYESPEIALNCGIMLRECIRHEPLAKIILWSEQFYDFFRYVEMSTFDIASDAFATFKDLLTRHKLLSAEFLEQHYDRFFSEYEKLLHSENYVTKRQSLKLLGELLLDRHNFTIMTKYISKPENLKLMMNLLRDKSRNIQFEAFHVFKVFVANPNKTQPILDILLKNQA.... Result: 1 (interaction). (2) The miRNA is hsa-miR-196b-3p with sequence UCGACAGCACGACACUGCCUUC. The protein sequence of the target gene is MATQAYTELQAAPPPSQPPQAPPQAQPQPPPPPPPAAPQPPQPPTAAATPQPQYVTELQSPQPQAQPPGGQKQYVTELPAVPAPSQPTGAPTPSPAPQQYIVVTVSEGAMRASETVSEASPGSTASQTGVPTQVVQQVQGTQQRLLVQTSVQAKPGHVSPLQLTNIQVPQQALPTQRLVVQSAAPGSKGGQVSLTVHGTQQVHSPPEQSPVQANSSSSKTAGAPTGTVPQQLQVHGVQQSVPVTQERSVVQATPQAPKPGPVQPLTVQGLQPVHVAQEVQQLQQVPVPHVYSSQVQYVEG.... Result: 0 (no interaction). (3) The miRNA is mmu-miR-295-3p with sequence AAAGUGCUACUACUUUUGAGUCU. The protein sequence of the target gene is MLLHLCSVKNLYQNRFLGLAAMASPSRNSQSRRRCKEPLRYSYNPDQFHNIDIRNGAHDAITIPRSTSDTDLVTSDSRSTLMVSSSYYSIGHSQDLVIHWDIKEEVDAGDWIGMYLIGEVSSENFLDYKNRGVNGSHRGQIIWKIDASSYFVESETKICFKYYHGVSGALRATTPSVTVKNSAAPIFKGIGSEETAQSQGSRRLISFSLSDFQAMGLKKGMFFNPDPYLKISIQPGKHSIFPALPHHGQERRSTIIGNTVNPIWQAEHFSFVSLPTDVLEIEVKDKFAKSRPIIKRFLGK.... Result: 1 (interaction).